This data is from Catalyst prediction with 721,799 reactions and 888 catalyst types from USPTO. The task is: Predict which catalyst facilitates the given reaction. (1) Reactant: [CH3:1][O:2][CH2:3][C@H:4]([OH:12])[CH2:5][CH:6]([CH3:11])[CH2:7][CH2:8][CH:9]=[CH2:10].N1C=CC=CC=1.[C:19]1([CH3:29])[CH:24]=[CH:23][C:22]([S:25](Cl)(=[O:27])=[O:26])=[CH:21][CH:20]=1. Product: [CH3:29][C:19]1[CH:24]=[CH:23][C:22]([S:25]([O:12][C@H:4]([CH2:5][CH:6]([CH3:11])[CH2:7][CH2:8][CH:9]=[CH2:10])[CH2:3][O:2][CH3:1])(=[O:27])=[O:26])=[CH:21][CH:20]=1. The catalyst class is: 172. (2) The catalyst class is: 4. Product: [CH3:47][O:48][CH2:49][CH2:50][NH:51][C:22]([C:9]1[C:10]2[CH2:11][CH2:12][CH:13]([C:16]3[CH:21]=[CH:20][CH:19]=[CH:18][CH:17]=3)[O:14][C:15]=2[C:4]2[N:3]=[C:2]([CH3:1])[N:6]([CH3:7])[C:5]=2[CH:8]=1)=[O:24]. Reactant: [CH3:1][C:2]1[N:6]([CH3:7])[C:5]2[CH:8]=[C:9]([C:22]([OH:24])=O)[C:10]3[CH2:11][CH2:12][CH:13]([C:16]4[CH:21]=[CH:20][CH:19]=[CH:18][CH:17]=4)[O:14][C:15]=3[C:4]=2[N:3]=1.F[B-](F)(F)F.N1(OC(N(C)C)=[N+](C)C)C2C=CC=CC=2N=N1.[CH3:47][O:48][CH2:49][CH2:50][NH2:51].O. (3) Reactant: [F:1][C:2]([F:15])([F:14])[O:3][C:4]1[CH:5]=[C:6]([C:10]#[C:11][CH2:12][OH:13])[CH:7]=[CH:8][CH:9]=1.[H-].[H-].[H-].[H-].[Li+].[Al+3]. Product: [F:1][C:2]([F:14])([F:15])[O:3][C:4]1[CH:5]=[C:6]([CH2:10][CH2:11][CH2:12][OH:13])[CH:7]=[CH:8][CH:9]=1. The catalyst class is: 1.